Dataset: Forward reaction prediction with 1.9M reactions from USPTO patents (1976-2016). Task: Predict the product of the given reaction. (1) Given the reactants CN(C(ON1N=NC2C=CC=NC1=2)=[N+](C)C)C.F[P-](F)(F)(F)(F)F.[CH3:25][C:26]1[CH:31]=[CH:30][CH:29]=[C:28]([CH3:32])[C:27]=1[NH:33][C:34]([NH:36][C:37]1[C:38]([C:47](O)=[O:48])=[CH:39][C:40]2[C:45]([CH:46]=1)=[CH:44][CH:43]=[CH:42][CH:41]=2)=[O:35].[NH:50]1[CH2:61][CH2:60][CH2:59][C@H:51]1[C:52]([O:54][C:55]([CH3:58])([CH3:57])[CH3:56])=[O:53].Cl, predict the reaction product. The product is: [CH3:25][C:26]1[CH:31]=[CH:30][CH:29]=[C:28]([CH3:32])[C:27]=1[NH:33][C:34]([NH:36][C:37]1[C:38]([C:47]([N:50]2[CH2:61][CH2:60][CH2:59][C@H:51]2[C:52]([O:54][C:55]([CH3:57])([CH3:58])[CH3:56])=[O:53])=[O:48])=[CH:39][C:40]2[C:45]([CH:46]=1)=[CH:44][CH:43]=[CH:42][CH:41]=2)=[O:35]. (2) Given the reactants [CH2:1]1[N:6]([C:7]([O:9][C:10]([CH3:13])([CH3:12])[CH3:11])=[O:8])[C@H:5]([C:14]([O:16]C)=O)[CH2:4][N:3]2[CH2:18][CH2:19][CH2:20][C@H:2]12.O.[OH-].[Li+].Cl.Cl.[O:26]1[C:35]2[C:30](=[CH:31][CH:32]=[CH:33][CH:34]=2)[C@H:29]([NH2:36])[CH2:28][CH2:27]1.Cl.C(N=C=NCCCN(C)C)C.ON1C2C=CC=CC=2N=N1.C(N(CC)C(C)C)(C)C, predict the reaction product. The product is: [O:26]1[C:35]2[C:30](=[CH:31][CH:32]=[CH:33][CH:34]=2)[C@H:29]([NH:36][C:14]([C@@H:5]2[CH2:4][N:3]3[CH2:18][CH2:19][CH2:20][C@@H:2]3[CH2:1][N:6]2[C:7]([O:9][C:10]([CH3:11])([CH3:12])[CH3:13])=[O:8])=[O:16])[CH2:28][CH2:27]1. (3) Given the reactants I[C:2]1[C:10]2[C:5](=[N:6][CH:7]=[C:8]([C:11]3[CH:16]=[CH:15][C:14]([N:17]4[CH2:22][CH2:21][N:20]([C:23]([O:25][C:26]([CH3:29])([CH3:28])[CH3:27])=[O:24])[CH2:19][CH2:18]4)=[CH:13][CH:12]=3)[CH:9]=2)[N:4]([S:30]([C:33]2[CH:39]=[CH:38][C:36]([CH3:37])=[CH:35][CH:34]=2)(=[O:32])=[O:31])[CH:3]=1.[F:40][C:41]1[CH:42]=[C:43]([CH:61]=[C:62]([F:64])[CH:63]=1)[CH2:44][N:45]1[C:49]([CH3:50])=[C:48](B2OC(C)(C)C(C)(C)O2)[C:47]([CH3:60])=[N:46]1.C(=O)([O-])[O-].[Na+].[Na+], predict the reaction product. The product is: [F:40][C:41]1[CH:42]=[C:43]([CH:61]=[C:62]([F:64])[CH:63]=1)[CH2:44][N:45]1[C:49]([CH3:50])=[C:48]([C:2]2[C:10]3[C:5](=[N:6][CH:7]=[C:8]([C:11]4[CH:16]=[CH:15][C:14]([N:17]5[CH2:22][CH2:21][N:20]([C:23]([O:25][C:26]([CH3:29])([CH3:28])[CH3:27])=[O:24])[CH2:19][CH2:18]5)=[CH:13][CH:12]=4)[CH:9]=3)[N:4]([S:30]([C:33]3[CH:39]=[CH:38][C:36]([CH3:37])=[CH:35][CH:34]=3)(=[O:32])=[O:31])[CH:3]=2)[C:47]([CH3:60])=[N:46]1. (4) The product is: [OH:8][C:9]1[CH:14]=[C:13]([OH:15])[CH:12]=[CH:11][C:10]=1[C@H:23]1[CH2:24][CH2:25][C@H:26]([NH:29][C:30](=[O:32])[CH3:31])[CH2:27][CH2:28]1. Given the reactants [Si]([O:8][C:9]1[CH:14]=[C:13]([O:15][Si](C(C)(C)C)(C)C)[CH:12]=[CH:11][C:10]=1[C@H:23]1[CH2:28][CH2:27][C@H:26]([NH:29][C:30](=[O:32])[CH3:31])[CH2:25][CH2:24]1)(C(C)(C)C)(C)C.[F-].C([N+](CCCC)(CCCC)CCCC)CCC.C(=O)(O)[O-].[Na+], predict the reaction product. (5) Given the reactants [C:1]([O:5][C:6](=[O:29])[N:7]([CH:9]1[CH:13]([C:14]2[CH:19]=[CH:18][C:17]([Cl:20])=[C:16]([Cl:21])[CH:15]=2)[CH2:12][N:11](CC2C=CC=CC=2)[CH2:10]1)[CH3:8])([CH3:4])([CH3:3])[CH3:2].ClC(OCC(Cl)(Cl)Cl)=O, predict the reaction product. The product is: [C:1]([O:5][C:6](=[O:29])[N:7]([C@@H:9]1[C@@H:13]([C:14]2[CH:19]=[CH:18][C:17]([Cl:20])=[C:16]([Cl:21])[CH:15]=2)[CH2:12][NH:11][CH2:10]1)[CH3:8])([CH3:4])([CH3:2])[CH3:3]. (6) Given the reactants [CH:1]1([S:4]([C:7]2[CH:12]=[CH:11][C:10](F)=[C:9]([F:14])[CH:8]=2)(=[O:6])=[O:5])[CH2:3][CH2:2]1.[NH:15]1[CH2:20][CH2:19][NH:18][CH2:17][CH2:16]1, predict the reaction product. The product is: [CH:1]1([S:4]([C:7]2[CH:12]=[CH:11][C:10]([N:15]3[CH2:20][CH2:19][NH:18][CH2:17][CH2:16]3)=[C:9]([F:14])[CH:8]=2)(=[O:6])=[O:5])[CH2:3][CH2:2]1. (7) Given the reactants [CH2:1]([S:6][C:7]1[C:8]([CH:12]2[CH:17]3[CH2:18][CH2:19][N:14]([CH2:15][CH2:16]3)[CH2:13]2)=[N:9][NH:10][CH:11]=1)[CH2:2][CH2:3][CH2:4][CH3:5].[CH2:20](S)CCCCC, predict the reaction product. The product is: [CH2:1]([S:6][C:7]1[C:8]([CH:12]2[CH:17]3[CH2:18][CH2:19][N:14]([CH2:15][CH2:16]3)[CH2:13]2)=[N:9][NH:10][CH:11]=1)[CH2:2][CH2:3][CH2:4][CH2:5][CH3:20]. (8) Given the reactants [C:1]([CH2:4][CH2:5][C:6]1[CH:14]=[CH:13][C:9]([C:10]([OH:12])=[O:11])=[CH:8][CH:7]=1)([OH:3])=O.[Al+3].[Cl-].[Cl-].[Cl-].[Na+].[Cl-].Cl, predict the reaction product. The product is: [O:3]=[C:1]1[C:14]2[C:6](=[CH:7][CH:8]=[C:9]([C:10]([OH:12])=[O:11])[CH:13]=2)[CH2:5][CH2:4]1. (9) The product is: [ClH:27].[CH3:1][C:2]1[N:3]=[C:4]2[CH:12]=[CH:11][CH:10]=[C:9]3[N:5]2[C:6]=1[C:7](=[O:26])[N:8]3[CH2:13][CH2:14][CH2:15][CH2:16][NH:17][C:18](=[O:25])[C:19]1[CH:24]=[CH:23][CH:22]=[CH:21][CH:20]=1. Given the reactants [CH3:1][C:2]1[N:3]=[C:4]2[CH:12]=[CH:11][CH:10]=[C:9]3[N:5]2[C:6]=1[C:7](=[O:26])[N:8]3[CH2:13][CH2:14][CH2:15][CH2:16][NH:17][C:18](=[O:25])[C:19]1[CH:24]=[CH:23][CH:22]=[CH:21][CH:20]=1.[ClH:27], predict the reaction product. (10) Given the reactants [F:1][C:2]([F:22])([F:21])[O:3][C:4]1[CH:9]=[CH:8][C:7](OS(C2C=CC(C)=CC=2)(=O)=O)=[CH:6][CH:5]=1.[C:23]([C:25]1[CH:30]=[CH:29][C:28]([O:31][CH3:32])=[C:27]([O:33][CH3:34])[CH:26]=1)#[CH:24], predict the reaction product. The product is: [CH3:32][O:31][C:28]1[CH:29]=[CH:30][C:25]([C:23]#[C:24][C:7]2[CH:6]=[CH:5][C:4]([O:3][C:2]([F:1])([F:21])[F:22])=[CH:9][CH:8]=2)=[CH:26][C:27]=1[O:33][CH3:34].